Dataset: Catalyst prediction with 721,799 reactions and 888 catalyst types from USPTO. Task: Predict which catalyst facilitates the given reaction. (1) Reactant: [C:1]([CH2:4][C@H:5]1[CH2:10][CH2:9][C@H:8]([O:11][C:12]([N:14]2[CH2:23][CH2:22][C:21]3[C:16](=[CH:17][CH:18]=[C:19]([NH:24][C:25]([NH:27][C:28]4[CH:33]=[CH:32][CH:31]=[CH:30][C:29]=4[F:34])=[O:26])[CH:20]=3)[CH2:15]2)=[O:13])[CH2:7][CH2:6]1)(O)=O.C1C=CC2N(O)N=NC=2C=1.CCN=C=NCCCN(C)C.[OH2:56].[NH3:57]. Product: [C:1]([CH2:4][C@H:5]1[CH2:10][CH2:9][C@H:8]([O:11][C:12]([N:14]2[CH2:23][CH2:22][C:21]3[C:16](=[CH:17][CH:18]=[C:19]([NH:24][C:25]([NH:27][C:28]4[CH:33]=[CH:32][CH:31]=[CH:30][C:29]=4[F:34])=[O:26])[CH:20]=3)[CH2:15]2)=[O:13])[CH2:7][CH2:6]1)(=[O:56])[NH2:57]. The catalyst class is: 399. (2) Reactant: [CH2:1]([O:8][C:9]([NH:11][C@@H:12]([CH:28]([CH3:30])[CH3:29])[CH:13]([O:20][Si:21]([C:24]([CH3:27])([CH3:26])[CH3:25])([CH3:23])[CH3:22])[CH2:14][C:15](OCC)=[O:16])=[O:10])[C:2]1[CH:7]=[CH:6][CH:5]=[CH:4][CH:3]=1.[Cl-].[Ca+2].[Cl-].[BH4-].[Na+].C(O)C. The catalyst class is: 56. Product: [Si:21]([O:20][CH:13]([CH2:14][CH2:15][OH:16])[C@@H:12]([NH:11][C:9](=[O:10])[O:8][CH2:1][C:2]1[CH:3]=[CH:4][CH:5]=[CH:6][CH:7]=1)[CH:28]([CH3:30])[CH3:29])([C:24]([CH3:27])([CH3:26])[CH3:25])([CH3:23])[CH3:22]. (3) Product: [Br:6][C:7]1[CH:8]=[N:9][CH:10]=[C:11]([C:13]([F:14])([F:16])[F:15])[C:12]=1[CH3:1]. Reactant: [CH2:1]([Li])CCC.[Br:6][C:7]1[CH:8]=[N:9][CH:10]=[C:11]([C:13]([F:16])([F:15])[F:14])[CH:12]=1.CI.C(OC(=O)C)C. The catalyst class is: 134.